From a dataset of Full USPTO retrosynthesis dataset with 1.9M reactions from patents (1976-2016). Predict the reactants needed to synthesize the given product. (1) Given the product [CH2:59]([O:66][C:67](=[O:75])[CH2:68][C@@H:69]([NH:74][C:33](=[O:34])[CH2:32][CH2:31][CH2:30][CH2:29][CH2:28][CH2:27][CH2:26][O:25][CH2:24][C:23]1[CH:35]=[CH:36][CH:37]=[C:21]([F:20])[CH:22]=1)[CH2:70][N:71]([CH3:72])[CH3:73])[C:60]1[CH:65]=[CH:64][CH:63]=[CH:62][CH:61]=1, predict the reactants needed to synthesize it. The reactants are: C(O)CCCCCCCO.FC1C=C(C=CC=1)CBr.[F:20][C:21]1[CH:22]=[C:23]([CH:35]=[CH:36][CH:37]=1)[CH2:24][O:25][CH2:26][CH2:27][CH2:28][CH2:29][CH2:30][CH2:31][CH2:32][CH2:33][OH:34].FC1C=C(C=CC=1)COCCCCCCCC(O)=O.Cl.Cl.[CH2:59]([O:66][C:67](=[O:75])[CH2:68][C@@H:69]([NH2:74])[CH2:70][N:71]([CH3:73])[CH3:72])[C:60]1[CH:65]=[CH:64][CH:63]=[CH:62][CH:61]=1. (2) Given the product [CH2:7]([C@@H:9]([C:17]1[CH:22]=[CH:21][CH:20]=[C:19]([O:23][CH2:24][C:25]2[CH:30]=[CH:29][CH:28]=[CH:27][CH:26]=2)[CH:18]=1)[C@@H:10]([CH3:16])[CH2:11][N:13]([CH3:15])[CH3:14])[CH3:8], predict the reactants needed to synthesize it. The reactants are: [H-].[H-].[H-].[H-].[Al+3].[Li+].[CH2:7]([C@@H:9]([C:17]1[CH:22]=[CH:21][CH:20]=[C:19]([O:23][CH2:24][C:25]2[CH:30]=[CH:29][CH:28]=[CH:27][CH:26]=2)[CH:18]=1)[C@@H:10]([CH3:16])[C:11]([N:13]([CH3:15])[CH3:14])=O)[CH3:8]. (3) Given the product [CH3:15][O:14][C:12]1[CH:11]=[CH:10][C:9]([C:16](=[O:37])[C:17]2[CH:22]=[CH:21][CH:20]=[C:19]([O:23][CH2:24][C:25]3[N:26]=[C:27]([C:31]4[CH:36]=[CH:35][CH:34]=[CH:33][CH:32]=4)[O:28][C:29]=3[CH3:30])[CH:18]=2)=[C:8]([CH:13]=1)[O:7][CH2:6][C:42]([OH:38])=[O:43], predict the reactants needed to synthesize it. The reactants are: C(OC[CH2:6][O:7][C:8]1[CH:13]=[C:12]([O:14][CH3:15])[CH:11]=[CH:10][C:9]=1[C:16](=[O:37])[C:17]1[CH:22]=[CH:21][CH:20]=[C:19]([O:23][CH2:24][C:25]2[N:26]=[C:27]([C:31]3[CH:36]=[CH:35][CH:34]=[CH:33][CH:32]=3)[O:28][C:29]=2[CH3:30])[CH:18]=1)(=O)C.[O:38]1[CH2:42]CCC1.[OH2:43].[OH-].[Li+].Cl. (4) Given the product [CH2:19]([N:21]1[CH2:26][CH2:25][N:24]([C:13]([C:12]2[CH:11]=[CH:10][C:9]([B:4]3[O:5][C:6]([CH3:7])([CH3:8])[C:2]([CH3:1])([CH3:18])[O:3]3)=[CH:17][CH:16]=2)=[O:15])[CH2:23][CH2:22]1)[CH3:20], predict the reactants needed to synthesize it. The reactants are: [CH3:1][C:2]1([CH3:18])[C:6]([CH3:8])([CH3:7])[O:5][B:4]([C:9]2[CH:17]=[CH:16][C:12]([C:13]([OH:15])=O)=[CH:11][CH:10]=2)[O:3]1.[CH2:19]([N:21]1[CH2:26][CH2:25][NH:24][CH2:23][CH2:22]1)[CH3:20]. (5) Given the product [Br:16][CH2:17][CH2:18][CH2:19][C:20]([O:8][CH2:1][C:2]1[CH:7]=[CH:6][CH:5]=[CH:4][CH:3]=1)=[O:21], predict the reactants needed to synthesize it. The reactants are: [CH2:1]([OH:8])[C:2]1[CH:7]=[CH:6][CH:5]=[CH:4][CH:3]=1.C(N(CC)CC)C.[Br:16][CH2:17][CH2:18][CH2:19][C:20](Cl)=[O:21].Cl. (6) Given the product [ClH:22].[C:1]1([CH2:7][CH2:8][CH2:9][N:10]2[CH2:15][CH2:14][N:13]([CH:16]3[CH2:21][CH2:20][CH2:19][CH2:18][CH2:17]3)[CH2:12][CH2:11]2)[CH:6]=[CH:5][CH:4]=[CH:3][CH:2]=1, predict the reactants needed to synthesize it. The reactants are: [C:1]1([CH2:7][CH2:8][CH2:9][N:10]2[CH2:15][CH2:14][N:13]([CH:16]3[CH2:21][CH2:20][CH2:19][CH2:18][CH2:17]3)[CH2:12][CH2:11]2)[CH:6]=[CH:5][CH:4]=[CH:3][CH:2]=1.[Cl:22]CCl. (7) The reactants are: C[O:2][C:3](=[O:16])[CH:4](Br)[C:5]1[CH:10]=[CH:9][C:8]([C:11]([F:14])([F:13])[F:12])=[CH:7][CH:6]=1.[CH:17]1([SH:22])[CH2:21][CH2:20][CH2:19][CH2:18]1.[NH2:23][C:24]1[S:25][CH:26]=[CH:27][N:28]=1. Given the product [CH:17]1([S:22][CH:4]([C:5]2[CH:10]=[CH:9][C:8]([C:11]([F:14])([F:13])[F:12])=[CH:7][CH:6]=2)[C:3]([OH:2])=[O:16])[CH2:21][CH2:20][CH2:19][CH2:18]1.[CH:17]1([S:22][CH:4]([C:5]2[CH:6]=[CH:7][C:8]([C:11]([F:12])([F:13])[F:14])=[CH:9][CH:10]=2)[C:3]([NH:23][C:24]2[S:25][CH:26]=[CH:27][N:28]=2)=[O:16])[CH2:21][CH2:20][CH2:19][CH2:18]1, predict the reactants needed to synthesize it.